Predict the reaction yield, written as a fraction of the theoretical maximum amount of product (1.0 means a 100% yield; for example, 0.34 means a 34% yield). From a dataset of Reaction yield outcomes from USPTO patents with 853,638 reactions. (1) The reactants are [C:1]1([CH:6]([C:11]([O:13][CH3:14])=[O:12])[C:7]([O:9][CH3:10])=[O:8])[CH2:5][CH2:4][CH2:3][CH:2]=1.[CH3:15]I. The product is [C:1]1([C:6]([CH3:15])([C:7]([O:9][CH3:10])=[O:8])[C:11]([O:13][CH3:14])=[O:12])[CH2:5][CH2:4][CH2:3][CH:2]=1. The yield is 0.100. No catalyst specified. (2) The reactants are [CH3:1][C:2]([CH3:4])=O.N1CCCC1.[OH:10][C:11]1[CH:16]=[C:15]([C:17]([F:20])([F:19])[F:18])[CH:14]=[CH:13][C:12]=1[C:21](=[O:23])[CH3:22]. The catalyst is CO. The product is [CH3:1][C:2]1([CH3:4])[CH2:22][C:21](=[O:23])[C:12]2[C:11](=[CH:16][C:15]([C:17]([F:18])([F:19])[F:20])=[CH:14][CH:13]=2)[O:10]1. The yield is 0.750. (3) The reactants are [CH3:1][C:2]([CH3:8])([CH3:7])[CH2:3][C:4](Cl)=[O:5].C(N(CC)CC)C.[Br:16][C:17]1[CH:22]=[C:21]([CH3:23])[C:20]([NH2:24])=[C:19]([CH3:25])[CH:18]=1.O. The catalyst is C(#N)C. The product is [Br:16][C:17]1[CH:22]=[C:21]([CH3:23])[C:20]([NH:24][C:4](=[O:5])[CH2:3][C:2]([CH3:8])([CH3:7])[CH3:1])=[C:19]([CH3:25])[CH:18]=1. The yield is 1.00. (4) The reactants are Cl.[C:2]1([N:8]2[CH2:13][CH2:12][N:11]([CH2:14][C:15]([OH:17])=O)[CH2:10][CH2:9]2)[CH:7]=[CH:6][CH:5]=[CH:4][CH:3]=1.[NH2:18][C@@H:19]([CH2:37][O:38][CH2:39][C:40]1[CH:45]=[CH:44][CH:43]=[CH:42][CH:41]=1)[C:20]([NH:22][C:23]1[CH:28]=[CH:27][C:26]([O:29][C:30]2[CH:35]=[CH:34][C:33]([F:36])=[CH:32][CH:31]=2)=[CH:25][CH:24]=1)=[O:21]. No catalyst specified. The product is [CH2:39]([O:38][CH2:37][C@H:19]([NH:18][C:15](=[O:17])[CH2:14][N:11]1[CH2:10][CH2:9][N:8]([C:2]2[CH:3]=[CH:4][CH:5]=[CH:6][CH:7]=2)[CH2:13][CH2:12]1)[C:20]([NH:22][C:23]1[CH:28]=[CH:27][C:26]([O:29][C:30]2[CH:35]=[CH:34][C:33]([F:36])=[CH:32][CH:31]=2)=[CH:25][CH:24]=1)=[O:21])[C:40]1[CH:45]=[CH:44][CH:43]=[CH:42][CH:41]=1. The yield is 0.287. (5) The reactants are [CH2:1]([O:5][C:6](=[O:14])[NH:7][CH2:8][CH2:9][CH2:10][CH2:11][CH2:12]I)[CH2:2][CH2:3][CH3:4].[OH:15][C:16]1[CH:22]=[CH:21][C:19]([NH2:20])=[C:18]([N+:23]([O-:25])=[O:24])[CH:17]=1.[H-].[Na+].O. The catalyst is CN(C=O)C. The product is [CH2:1]([O:5][C:6](=[O:14])[NH:7][CH2:8][CH2:9][CH2:10][CH2:11][CH2:12][O:15][C:16]1[CH:22]=[CH:21][C:19]([NH2:20])=[C:18]([N+:23]([O-:25])=[O:24])[CH:17]=1)[CH2:2][CH2:3][CH3:4]. The yield is 0.920. (6) The reactants are [F:1][C:2]1[CH:7]=[C:6]([F:8])[CH:5]=[CH:4][C:3]=1[C:9]([OH:30])([CH2:24][N:25]1[CH:29]=[N:28][N:27]=[N:26]1)[C:10]([C:13]1[N:18]=[CH:17][C:16](/[CH:19]=[CH:20]\[C:21](=[O:23])[CH3:22])=[CH:15][CH:14]=1)([F:12])[F:11]. The catalyst is CO.[Pd]. The product is [F:1][C:2]1[CH:7]=[C:6]([F:8])[CH:5]=[CH:4][C:3]=1[C:9]([OH:30])([CH2:24][N:25]1[CH:29]=[N:28][N:27]=[N:26]1)[C:10]([C:13]1[N:18]=[CH:17][C:16]([CH2:19][CH2:20][C:21](=[O:23])[CH3:22])=[CH:15][CH:14]=1)([F:11])[F:12]. The yield is 0.530. (7) The reactants are [NH2:1][CH:2]1[CH:6]2[O:7][CH2:8][CH:9]([NH:10][C:11]3[C:16]([Cl:17])=[CH:15][N:14]=[C:13]([NH:18][C:19]4[CH:20]=[N:21][N:22]([CH3:24])[CH:23]=4)[N:12]=3)[CH:5]2[O:4][CH2:3]1.[CH3:25][S:26](Cl)(=[O:28])=[O:27]. The catalyst is ClCCl.CN(C)C1C=CN=CC=1. The product is [Cl:17][C:16]1[C:11]([NH:10][CH:9]2[CH:5]3[O:4][CH2:3][CH:2]([NH:1][S:26]([CH3:25])(=[O:28])=[O:27])[CH:6]3[O:7][CH2:8]2)=[N:12][C:13]([NH:18][C:19]2[CH:20]=[N:21][N:22]([CH3:24])[CH:23]=2)=[N:14][CH:15]=1. The yield is 0.402. (8) The reactants are [Br:1][C:2]1[CH:7]=[C:6]([NH:8][CH3:9])[C:5]([NH2:10])=[C:4]([CH3:11])[CH:3]=1.Cl.[N:13]([O-])=O.[Na+].[OH-].[Na+]. The catalyst is O. The product is [Br:1][C:2]1[CH:3]=[C:4]([CH3:11])[C:5]2[N:10]=[N:13][N:8]([CH3:9])[C:6]=2[CH:7]=1. The yield is 0.860. (9) The reactants are C(O[CH:4](OCC)[CH2:5][N:6]1[C:14](=[O:15])[C:13]2[C:8](=[CH:9][CH:10]=[CH:11][CH:12]=2)[C:7]1=[O:16])C.[NH2:20][C:21]1[CH:28]=[C:27]([Br:29])[CH:26]=[CH:25][C:22]=1[CH:23]=O.O.C1(C)C=CC(S(O)(=O)=O)=CC=1. The catalyst is C1(C)C=CC=CC=1. The product is [Br:29][C:27]1[CH:28]=[C:21]2[C:22]([CH:23]=[C:5]([N:6]3[C:7](=[O:16])[C:8]4[C:13](=[CH:12][CH:11]=[CH:10][CH:9]=4)[C:14]3=[O:15])[CH:4]=[N:20]2)=[CH:25][CH:26]=1. The yield is 0.450.